From a dataset of Full USPTO retrosynthesis dataset with 1.9M reactions from patents (1976-2016). Predict the reactants needed to synthesize the given product. (1) Given the product [N:8]([CH2:2][C:3]1[O:7][N:6]=[CH:5][CH:4]=1)=[N+:9]=[N-:10], predict the reactants needed to synthesize it. The reactants are: Br[CH2:2][C:3]1[O:7][N:6]=[CH:5][CH:4]=1.[N-:8]=[N+:9]=[N-:10].[Na+].C(OCC)(=O)C.C(=O)(O)[O-].[Na+]. (2) Given the product [NH2:7][CH2:8][CH2:9][C:10]1[CH:15]=[CH:14][C:13]([O:16][C:17]2[CH:22]=[C:21]([CH:20]=[CH:19][N:18]=2)[C:23]#[N:24])=[CH:12][CH:11]=1, predict the reactants needed to synthesize it. The reactants are: C(OC(=O)[NH:7][CH2:8][CH2:9][C:10]1[CH:15]=[CH:14][C:13]([O:16][C:17]2[CH:22]=[C:21]([C:23]#[N:24])[CH:20]=[CH:19][N:18]=2)=[CH:12][CH:11]=1)(C)(C)C.FC(F)(F)C(O)=O. (3) Given the product [NH2:11][C:8]1[CH:9]=[CH:10][C:5]([CH:3]([OH:4])[C:2]([F:1])([F:14])[F:15])=[CH:6][CH:7]=1, predict the reactants needed to synthesize it. The reactants are: [F:1][C:2]([F:15])([F:14])[CH:3]([C:5]1[CH:10]=[CH:9][C:8]([N+:11]([O-])=O)=[CH:7][CH:6]=1)[OH:4]. (4) The reactants are: O.[OH-].[Na+].[C:4]1([C:6](=[CH:8][CH:9]=[CH:10][CH:11]=1)[OH:7])[OH:5].Cl[CH2:13][CH2:14][OH:15].[CH2:16]([OH:20])[CH2:17]CC. Given the product [C:6]1([O:7][CH2:17][CH2:16][OH:20])[CH:8]=[CH:9][CH:10]=[CH:11][C:4]=1[O:5][CH2:13][CH2:14][OH:15], predict the reactants needed to synthesize it. (5) The reactants are: [Br:1][C:2]1[CH:8]=[CH:7][C:5]([NH2:6])=[C:4]([N+:9]([O-])=O)[CH:3]=1.O.O.Cl[Sn]Cl. Given the product [Br:1][C:2]1[CH:3]=[C:4]([NH2:9])[C:5]([NH2:6])=[CH:7][CH:8]=1, predict the reactants needed to synthesize it. (6) Given the product [NH2:8][CH2:7][CH2:6][CH2:5][O:4][C:3]1[CH:19]=[CH:20][C:21]([C:23]2[CH2:28][CH2:27][C:26](=[O:29])[NH:25][N:24]=2)=[CH:22][C:2]=1[Cl:1], predict the reactants needed to synthesize it. The reactants are: [Cl:1][C:2]1[CH:22]=[C:21]([C:23]2[CH2:28][CH2:27][C:26](=[O:29])[NH:25][N:24]=2)[CH:20]=[CH:19][C:3]=1[O:4][CH2:5][CH2:6][CH2:7][N:8]1C(=O)C2C(=CC=CC=2)C1=O.